Dataset: Reaction yield outcomes from USPTO patents with 853,638 reactions. Task: Predict the reaction yield, written as a fraction of the theoretical maximum amount of product (1.0 means a 100% yield; for example, 0.34 means a 34% yield). (1) The reactants are [S:1]([Cl:5])(=O)(=[O:3])[OH:2].[O:6]1[C:10]2[CH:11]=[CH:12][CH:13]=[CH:14][C:9]=2[NH:8][C:7]1=[O:15]. No catalyst specified. The product is [O:15]=[C:7]1[NH:8][C:9]2[CH:14]=[CH:13][C:12]([S:1]([Cl:5])(=[O:3])=[O:2])=[CH:11][C:10]=2[O:6]1. The yield is 0.260. (2) The reactants are [CH3:1][O:2][C:3]1[CH:8]=[CH:7][CH:6]=[CH:5][C:4]=1[OH:9].[C:10]1(=O)[O:15][C:13](=[O:14])[C:12]2=[CH:16][CH:17]=[CH:18][CH:19]=[C:11]12. No catalyst specified. The product is [OH:9][C:4]1[CH:5]=[CH:6][C:7]([C:10]2([C:7]3[CH:6]=[CH:5][C:4]([OH:9])=[C:3]([O:2][CH3:1])[CH:8]=3)[C:11]3[C:12](=[CH:16][CH:17]=[CH:18][CH:19]=3)[C:13](=[O:14])[O:15]2)=[CH:8][C:3]=1[O:2][CH3:1]. The yield is 0.790.